From a dataset of NCI-60 drug combinations with 297,098 pairs across 59 cell lines. Regression. Given two drug SMILES strings and cell line genomic features, predict the synergy score measuring deviation from expected non-interaction effect. (1) Drug 1: CC(CN1CC(=O)NC(=O)C1)N2CC(=O)NC(=O)C2. Drug 2: CCN(CC)CCCC(C)NC1=C2C=C(C=CC2=NC3=C1C=CC(=C3)Cl)OC. Cell line: SR. Synergy scores: CSS=75.6, Synergy_ZIP=-0.433, Synergy_Bliss=0.367, Synergy_Loewe=-0.0267, Synergy_HSA=1.71. (2) Drug 1: C1=NC(=NC(=O)N1C2C(C(C(O2)CO)O)O)N. Drug 2: C1C(C(OC1N2C=NC(=NC2=O)N)CO)O. Cell line: SK-OV-3. Synergy scores: CSS=-7.03, Synergy_ZIP=2.06, Synergy_Bliss=-1.22, Synergy_Loewe=-6.54, Synergy_HSA=-7.82. (3) Drug 1: CCC(=C(C1=CC=CC=C1)C2=CC=C(C=C2)OCCN(C)C)C3=CC=CC=C3.C(C(=O)O)C(CC(=O)O)(C(=O)O)O. Drug 2: CC1CCC2CC(C(=CC=CC=CC(CC(C(=O)C(C(C(=CC(C(=O)CC(OC(=O)C3CCCCN3C(=O)C(=O)C1(O2)O)C(C)CC4CCC(C(C4)OC)OCCO)C)C)O)OC)C)C)C)OC. Cell line: SR. Synergy scores: CSS=54.2, Synergy_ZIP=25.1, Synergy_Bliss=23.1, Synergy_Loewe=22.6, Synergy_HSA=21.8. (4) Drug 1: C1=CC(=CC=C1CCCC(=O)O)N(CCCl)CCCl. Drug 2: C1=CN(C(=O)N=C1N)C2C(C(C(O2)CO)O)O.Cl. Cell line: HOP-62. Synergy scores: CSS=63.5, Synergy_ZIP=-0.245, Synergy_Bliss=-2.01, Synergy_Loewe=-7.58, Synergy_HSA=1.08. (5) Drug 1: C1=CC(=CC=C1CCC2=CNC3=C2C(=O)NC(=N3)N)C(=O)NC(CCC(=O)O)C(=O)O. Drug 2: CCN(CC)CCCC(C)NC1=C2C=C(C=CC2=NC3=C1C=CC(=C3)Cl)OC. Cell line: RXF 393. Synergy scores: CSS=27.3, Synergy_ZIP=-0.592, Synergy_Bliss=1.40, Synergy_Loewe=4.75, Synergy_HSA=5.30. (6) Drug 1: C1=NC2=C(N1)C(=S)N=C(N2)N. Drug 2: CCC1(CC2CC(C3=C(CCN(C2)C1)C4=CC=CC=C4N3)(C5=C(C=C6C(=C5)C78CCN9C7C(C=CC9)(C(C(C8N6C=O)(C(=O)OC)O)OC(=O)C)CC)OC)C(=O)OC)O.OS(=O)(=O)O. Cell line: NCI-H226. Synergy scores: CSS=7.25, Synergy_ZIP=-4.91, Synergy_Bliss=3.70, Synergy_Loewe=-1.49, Synergy_HSA=1.36. (7) Drug 1: C1=CC(=CC=C1CC(C(=O)O)N)N(CCCl)CCCl.Cl. Drug 2: C1=NC2=C(N1)C(=S)N=C(N2)N. Cell line: OVCAR3. Synergy scores: CSS=63.5, Synergy_ZIP=-7.50, Synergy_Bliss=-4.85, Synergy_Loewe=-4.36, Synergy_HSA=-1.38. (8) Drug 1: C1CC(C1)(C2=CC=C(C=C2)C3=C(C=C4C(=N3)C=CN5C4=NNC5=O)C6=CC=CC=C6)N. Drug 2: CC1CC(C(C(C=C(C(C(C=CC=C(C(=O)NC2=CC(=O)C(=C(C1)C2=O)OC)C)OC)OC(=O)N)C)C)O)OC. Cell line: NCIH23. Synergy scores: CSS=55.1, Synergy_ZIP=-1.06, Synergy_Bliss=-2.87, Synergy_Loewe=-1.55, Synergy_HSA=0.163. (9) Drug 1: CC1=C2C(C(=O)C3(C(CC4C(C3C(C(C2(C)C)(CC1OC(=O)C(C(C5=CC=CC=C5)NC(=O)OC(C)(C)C)O)O)OC(=O)C6=CC=CC=C6)(CO4)OC(=O)C)O)C)O. Drug 2: COC1=C2C(=CC3=C1OC=C3)C=CC(=O)O2. Cell line: SR. Synergy scores: CSS=2.91, Synergy_ZIP=-5.58, Synergy_Bliss=-9.96, Synergy_Loewe=1.36, Synergy_HSA=-9.40. (10) Drug 1: CC1=C(C=C(C=C1)NC2=NC=CC(=N2)N(C)C3=CC4=NN(C(=C4C=C3)C)C)S(=O)(=O)N.Cl. Drug 2: CC1C(C(CC(O1)OC2CC(OC(C2O)C)OC3=CC4=CC5=C(C(=O)C(C(C5)C(C(=O)C(C(C)O)O)OC)OC6CC(C(C(O6)C)O)OC7CC(C(C(O7)C)O)OC8CC(C(C(O8)C)O)(C)O)C(=C4C(=C3C)O)O)O)O. Cell line: OVCAR-8. Synergy scores: CSS=10.6, Synergy_ZIP=26.1, Synergy_Bliss=24.4, Synergy_Loewe=26.3, Synergy_HSA=24.7.